Dataset: Reaction yield outcomes from USPTO patents with 853,638 reactions. Task: Predict the reaction yield, written as a fraction of the theoretical maximum amount of product (1.0 means a 100% yield; for example, 0.34 means a 34% yield). (1) The reactants are [CH3:1][C@H:2]([NH:7][C:8]([C:10]1[C:18]2[C:13](=[N:14][CH:15]=[C:16]([C:19]3[S:23][C:22]([C:24]([OH:26])=O)=[CH:21][CH:20]=3)[N:17]=2)[N:12]([CH2:27][O:28][CH2:29][CH2:30][Si:31]([CH3:34])([CH3:33])[CH3:32])[CH:11]=1)=[O:9])[C:3]([CH3:6])([CH3:5])[CH3:4].CN(C(ON1N=NC2C=CC=NC1=2)=[N+](C)C)C.F[P-](F)(F)(F)(F)F.[Cl:59][C:60]1[CH:66]=[C:65]([I:67])[CH:64]=[CH:63][C:61]=1[NH2:62]. The catalyst is N1C=CC=CC=1. The product is [CH3:1][C@H:2]([NH:7][C:8]([C:10]1[C:18]2[C:13](=[N:14][CH:15]=[C:16]([C:19]3[S:23][C:22]([C:24](=[O:26])[NH:62][C:61]4[CH:63]=[CH:64][C:65]([I:67])=[CH:66][C:60]=4[Cl:59])=[CH:21][CH:20]=3)[N:17]=2)[N:12]([CH2:27][O:28][CH2:29][CH2:30][Si:31]([CH3:32])([CH3:34])[CH3:33])[CH:11]=1)=[O:9])[C:3]([CH3:6])([CH3:5])[CH3:4]. The yield is 0.360. (2) The reactants are [NH:1]1[CH2:4][CH:3]([N:5]([CH2:12][C:13]2[CH:14]=[N:15][C:16]([C:19]3[S:27][C:26]4[C:21](=[N:22][CH:23]=[CH:24][C:25]=4[O:28][C:29]4[CH:34]=[CH:33][C:32]([NH:35][C:36]([NH:38][CH:39]5[CH2:41][CH2:40]5)=[O:37])=[CH:31][C:30]=4[F:42])[CH:20]=3)=[CH:17][CH:18]=2)[CH2:6][C:7]([O:9][CH2:10][CH3:11])=[O:8])[CH2:2]1.[CH3:43][O:44][CH2:45][CH2:46][O:47][CH2:48][CH2:49][O:50][CH2:51][C:52](O)=[O:53].CCN=C=NCCCN(C)C.Cl.C1C=C2N=NN(O)C2=CC=1.O.C(N(CC)CC)C. The catalyst is CN(C=O)C. The product is [CH:39]1([NH:38][C:36](=[O:37])[NH:35][C:32]2[CH:33]=[CH:34][C:29]([O:28][C:25]3[CH:24]=[CH:23][N:22]=[C:21]4[CH:20]=[C:19]([C:16]5[N:15]=[CH:14][C:13]([CH2:12][N:5]([CH:3]6[CH2:2][N:1]([C:52](=[O:53])[CH2:51][O:50][CH2:49][CH2:48][O:47][CH2:46][CH2:45][O:44][CH3:43])[CH2:4]6)[CH2:6][C:7]([O:9][CH2:10][CH3:11])=[O:8])=[CH:18][CH:17]=5)[S:27][C:26]=34)=[C:30]([F:42])[CH:31]=2)[CH2:40][CH2:41]1. The yield is 0.640. (3) The reactants are [CH3:1][C:2]1[CH:3]=[C:4]([N:9]2[C:13](=[O:14])[C:12](=[N:15][NH:16][C:17]3[C:18]([OH:34])=[C:19]([C:23]4[CH:28]=[CH:27][CH:26]=[C:25]([C:29]5[NH:33][N:32]=[N:31][N:30]=5)[CH:24]=4)[CH:20]=[CH:21][CH:22]=3)[C:11]([CH3:35])=[N:10]2)[CH:5]=[CH:6][C:7]=1[CH3:8].[OH-].[OH:37][CH2:38][CH2:39][N+:40]([CH3:43])([CH3:42])[CH3:41].FC(F)(F)C(O)=O. The catalyst is C(O)C.O.CO. The product is [OH:37][CH2:38][CH2:39][N+:40]([CH3:43])([CH3:42])[CH3:41].[CH3:1][C:2]1[CH:3]=[C:4]([N:9]2[C:13](=[O:14])[C:12](=[N:15][NH:16][C:17]3[C:18]([OH:34])=[C:19]([C:23]4[CH:28]=[CH:27][CH:26]=[C:25]([C:29]5[NH:30][N:31]=[N:32][N:33]=5)[CH:24]=4)[CH:20]=[CH:21][CH:22]=3)[C:11]([CH3:35])=[N:10]2)[CH:5]=[CH:6][C:7]=1[CH3:8]. The yield is 0.830. (4) The reactants are [C:1]1([C:9]([OH:11])=O)[C:4]2[CH:5]=[CH:6][CH:7]=[CH:8][C:3]=2[CH:2]=1.S(Cl)(Cl)=O.C[Si](C)(C)[O:18][CH:19](O[Si](C)(C)C)CO[Si](C)(C)C.Cl. The catalyst is C1(C)C=CC=CC=1.C(OCC)C.O.O1CCOCC1. The product is [CH:1]1([C:9](=[O:11])[CH2:19][OH:18])[C:4]2[CH:5]=[CH:6][CH:7]=[CH:8][C:3]=2[CH2:2]1. The yield is 0.650. (5) The reactants are [Br:1][C:2]1[N:6]([CH2:7][C:8]2[CH:17]=[CH:16][C:11]([C:12]([O:14]C)=[O:13])=[CH:10][CH:9]=2)[N:5]=[CH:4][CH:3]=1.[OH-].[Na+].CO. The catalyst is O. The product is [Br:1][C:2]1[N:6]([CH2:7][C:8]2[CH:17]=[CH:16][C:11]([C:12]([OH:14])=[O:13])=[CH:10][CH:9]=2)[N:5]=[CH:4][CH:3]=1. The yield is 0.900. (6) The product is [CH3:28][O:27][C:24]1[CH:25]=[CH:26][C:21]([CH2:20][N:17]2[C:18]3=[N:19][CH:43]=[N:13][C:12]4[N:8]([CH2:7][C:6]5[CH:5]=[CH:42][C:41]([O:40][CH3:33])=[CH:32][CH:31]=5)[CH:9]=[N:10][C:11]=4[C:14]3=[N:15][C:16]2=[O:30])=[CH:22][CH:23]=1. The yield is 0.760. The reactants are COC1[CH:32]=[CH:31][C:6]([CH2:7][N:8]2[C:12]([NH2:13])=[C:11]([C:14]3[C:18](=[NH:19])[N:17]([CH2:20][C:21]4[CH:26]=[CH:25][C:24]([O:27][CH2:28]C)=[CH:23][CH:22]=4)[C:16](=[O:30])[N:15]=3)[N:10]=[CH:9]2)=[CH:5]C=1.[CH:33]([O:40][CH2:41][CH3:42])(OCC)OCC.[CH3:43]C#N. The catalyst is S(=O)(=O)(O)O.